Predict the product of the given reaction. From a dataset of Forward reaction prediction with 1.9M reactions from USPTO patents (1976-2016). (1) Given the reactants [H-].[Na+].[Cl:3][C:4]1[NH:5][C:6]2[CH:12]=[CH:11][CH:10]=[CH:9][C:7]=2[N:8]=1.[Cl:13][C:14]1[CH:21]=[CH:20][C:17]([CH2:18]Br)=[CH:16][CH:15]=1.[NH4+].[Cl-], predict the reaction product. The product is: [Cl:13][C:14]1[CH:21]=[CH:20][C:17]([CH2:18][N:5]2[C:6]3[CH:12]=[CH:11][CH:10]=[CH:9][C:7]=3[N:8]=[C:4]2[Cl:3])=[CH:16][CH:15]=1. (2) Given the reactants [Br-].[CH2:2]([O:9][C:10]([CH2:12][N+:13]1[C:17]([CH3:18])=[C:16]([CH2:19][CH2:20][OH:21])[S:15][CH:14]=1)=[O:11])[C:3]1[CH:8]=[CH:7][CH:6]=[CH:5][CH:4]=1.[C:22]1(=[O:27])[CH2:26][CH2:25][CH:24]=[CH:23]1.C(N(CC)CC)C.C(OC(C)C)(=O)C, predict the reaction product. The product is: [CH3:18][C:17]12[O:21][CH2:20][CH2:19][CH:16]1[S:15][CH:14]1[N:13]2[CH:12]([C:10]([O:9][CH2:2][C:3]2[CH:8]=[CH:7][CH:6]=[CH:5][CH:4]=2)=[O:11])[CH:24]2[CH2:25][CH2:26][C:22](=[O:27])[CH:23]12. (3) The product is: [NH2:13][C:12]1[C:3]([S:2][CH3:1])=[C:4]([CH:9]=[CH:10][CH:11]=1)[C:5]([O:7][CH3:8])=[O:6]. Given the reactants [CH3:1][S:2][C:3]1[C:12]([N+:13]([O-])=O)=[CH:11][CH:10]=[CH:9][C:4]=1[C:5]([O:7][CH3:8])=[O:6].[Cl-].[NH4+].CO, predict the reaction product. (4) Given the reactants [NH2:1][C:2]1[CH:7]=[CH:6][C:5]([C:8]([CH3:12])([CH3:11])[C:9]#[N:10])=[C:4]([O:13][CH3:14])[CH:3]=1.[CH3:15][O:16][C:17]1[CH:18]=[C:19]([CH:23]=[CH:24][C:25]=1[O:26][CH3:27])[C:20](Cl)=[O:21].C(N(CC)CC)C, predict the reaction product. The product is: [C:9]([C:8]([CH3:12])([CH3:11])[C:5]1[CH:6]=[CH:7][C:2]([NH:1][C:20](=[O:21])[C:19]2[CH:23]=[CH:24][C:25]([O:26][CH3:27])=[C:17]([O:16][CH3:15])[CH:18]=2)=[CH:3][C:4]=1[O:13][CH3:14])#[N:10]. (5) Given the reactants [C:1]([C:3]1[CH:10]=[CH:9][CH:8]=[CH:7][C:4]=1[CH:5]=O)#[CH:2].[C:11]1([C@H:17]([NH2:19])[CH3:18])[CH:16]=[CH:15][CH:14]=[CH:13][CH:12]=1, predict the reaction product. The product is: [C:1]([C:3]1[CH:10]=[CH:9][CH:8]=[CH:7][C:4]=1[CH2:5][NH:19][C@@H:17]([C:11]1[CH:16]=[CH:15][CH:14]=[CH:13][CH:12]=1)[CH3:18])#[CH:2]. (6) Given the reactants Br[CH2:2][C:3]([C:5]1[C:10]([O:11][CH3:12])=[CH:9][C:8]([O:13][CH3:14])=[CH:7][C:6]=1[O:15][CH3:16])=O.[NH2:17][C:18]([NH2:20])=[S:19], predict the reaction product. The product is: [CH3:16][O:15][C:6]1[CH:7]=[C:8]([O:13][CH3:14])[CH:9]=[C:10]([O:11][CH3:12])[C:5]=1[C:3]1[N:17]=[C:18]([NH2:20])[S:19][CH:2]=1. (7) Given the reactants [CH3:1][C:2](C)([O-:4])[CH3:3].[K+].Cl[C:8]1[CH:13]=[C:12]([Cl:14])[N:11]=[CH:10][N:9]=1.C(O)(=O)/[CH:16]=[CH:17]/[C:18](O)=O.[CH3:23][N:24]([CH:26]=O)[CH3:25], predict the reaction product. The product is: [Cl:14][C:12]1[N:11]=[CH:10][N:9]=[C:8]([O:4][C@@H:2]2[CH:3]3[CH2:26][N:24]4[CH2:25][CH:17]([CH2:16][CH:1]2[CH2:23]4)[CH2:18]3)[CH:13]=1. (8) Given the reactants [OH:1][N:2]=[C:3]([NH2:14])[CH2:4][C:5]1[CH:10]=[CH:9][C:8]([N+:11]([O-:13])=[O:12])=[CH:7][CH:6]=1.CN(C)[C:17](=O)[CH3:18].C(Cl)(=O)C, predict the reaction product. The product is: [CH3:17][C:18]1[O:1][N:2]=[C:3]([CH2:4][C:5]2[CH:6]=[CH:7][C:8]([N+:11]([O-:13])=[O:12])=[CH:9][CH:10]=2)[N:14]=1. (9) Given the reactants C(N(CC)CC)C.[C:8]([N:15]1[CH2:21][CH2:20][CH2:19][NH:18][CH2:17][CH2:16]1)([O:10][C:11]([CH3:14])([CH3:13])[CH3:12])=[O:9].[Br:22][C:23]1[CH:28]=[CH:27][C:26]([S:29](Cl)(=[O:31])=[O:30])=[CH:25][CH:24]=1, predict the reaction product. The product is: [Br:22][C:23]1[CH:28]=[CH:27][C:26]([S:29]([N:18]2[CH2:19][CH2:20][CH2:21][N:15]([C:8]([O:10][C:11]([CH3:14])([CH3:13])[CH3:12])=[O:9])[CH2:16][CH2:17]2)(=[O:31])=[O:30])=[CH:25][CH:24]=1. (10) The product is: [CH3:1][C:2]1[CH:7]([C:8]([O:10][CH3:11])=[O:9])[CH2:6][CH2:5][C:4](=[O:12])[CH:3]=1. Given the reactants [CH3:1][C:2]1[CH:7]([C:8]([O:10][CH3:11])=[O:9])[CH2:6][CH2:5][C:4](=[O:12])[C:3]=1C(OC)=O.C[O-].[Na+], predict the reaction product.